Dataset: Catalyst prediction with 721,799 reactions and 888 catalyst types from USPTO. Task: Predict which catalyst facilitates the given reaction. (1) Reactant: [H-].[Na+].[CH3:3][O:4][C:5]1[N:10]=[C:9]([NH2:11])[CH:8]=[C:7]([O:12][CH3:13])[N:6]=1.Cl[C:15]1[S:16][C:17]([C:20]#[N:21])=[CH:18][N:19]=1. Product: [CH3:3][O:4][C:5]1[N:10]=[C:9]([NH:11][C:15]2[S:16][C:17]([C:20]#[N:21])=[CH:18][N:19]=2)[CH:8]=[C:7]([O:12][CH3:13])[N:6]=1. The catalyst class is: 1. (2) Reactant: [C:1]([CH:5]1[N:14]2[C:9](=[CH:10][C:11](=[O:20])[C:12]([C:15]([O:17][CH2:18][CH3:19])=[O:16])=[CH:13]2)[C:8]2[CH:21]=[C:22]([O:26][CH3:27])[C:23]([OH:25])=[CH:24][C:7]=2[CH2:6]1)([CH3:4])([CH3:3])[CH3:2].Cl[CH2:29][C:30]#[C:31][CH2:32][OH:33].C([O-])([O-])=O.[K+].[K+]. Product: [C:1]([CH:5]1[N:14]2[C:9](=[CH:10][C:11](=[O:20])[C:12]([C:15]([O:17][CH2:18][CH3:19])=[O:16])=[CH:13]2)[C:8]2[CH:21]=[C:22]([O:26][CH3:27])[C:23]([O:25][CH2:29][C:30]#[C:31][CH2:32][OH:33])=[CH:24][C:7]=2[CH2:6]1)([CH3:2])([CH3:3])[CH3:4]. The catalyst class is: 3. (3) Reactant: [CH3:1][S:2][C:3]1[CH:8]=[C:7]([C:9]2[CH:14]=[CH:13][C:12]([F:15])=[CH:11][CH:10]=2)O[C:5](=O)[C:4]=1[C:17]([O:19][CH3:20])=[O:18].[C:21]1([N:27]2[CH:35]=[C:34]3[C:29]([CH2:30][CH2:31][CH2:32]C3=O)=[N:28]2)[CH:26]=[CH:25][CH:24]=[CH:23][CH:22]=1.[OH-].[K+].Cl. Product: [F:15][C:12]1[CH:13]=[CH:14][C:9]([C:7]2[C:32]3[CH2:31][CH2:30][C:29]4[C:34](=[CH:35][N:27]([C:21]5[CH:22]=[CH:23][CH:24]=[CH:25][CH:26]=5)[N:28]=4)[C:5]=3[C:4]([C:17]([O:19][CH3:20])=[O:18])=[C:3]([S:2][CH3:1])[CH:8]=2)=[CH:10][CH:11]=1. The catalyst class is: 3. (4) The catalyst class is: 12. Product: [C:2]1([C:1]2[S:8][CH:11]=[C:12]([C:13]([OH:15])=[O:14])[N:9]=2)[CH:7]=[CH:6][CH:5]=[CH:4][CH:3]=1. Reactant: [C:1]([NH2:9])(=[S:8])[C:2]1[CH:7]=[CH:6][CH:5]=[CH:4][CH:3]=1.Br[CH2:11][C:12](=O)[C:13]([OH:15])=[O:14].